This data is from CYP2D6 inhibition data for predicting drug metabolism from PubChem BioAssay. The task is: Regression/Classification. Given a drug SMILES string, predict its absorption, distribution, metabolism, or excretion properties. Task type varies by dataset: regression for continuous measurements (e.g., permeability, clearance, half-life) or binary classification for categorical outcomes (e.g., BBB penetration, CYP inhibition). Dataset: cyp2d6_veith. (1) The drug is Cc1nc2sc3c(c2c(=N)n1N)CC(C)(C)OC3. The result is 0 (non-inhibitor). (2) The molecule is CO[C@H]1COC(=O)C/C=C\[C@H](C)[C@@H](NS(=O)(=O)c2ccc(C)cc2)COC(=O)CCC[C@@H]1C. The result is 0 (non-inhibitor). (3) The drug is CC(=O)NNC(=O)CCC(=O)Nc1ccccc1. The result is 0 (non-inhibitor). (4) The molecule is Cc1nn(CCOc2ccccc2)c(=O)n1-c1ccc(F)cc1. The result is 0 (non-inhibitor). (5) The compound is O=C(NCc1ccccc1)c1onc(CSc2ccc(F)cc2)c1C(=O)NCCCN1CCOCC1. The result is 1 (inhibitor). (6) The molecule is C[C@@]1(C(NC(=O)Cc2ccc(C(F)(F)F)cc2)c2ccc(-c3ccccc3)cc2)C[C@H]1C1CCCCC1. The result is 0 (non-inhibitor). (7) The molecule is COc1ccc(C(F)(F)F)cc1N/C=C\c1nnnn1-c1ccccc1. The result is 0 (non-inhibitor).